This data is from Reaction yield outcomes from USPTO patents with 853,638 reactions. The task is: Predict the reaction yield, written as a fraction of the theoretical maximum amount of product (1.0 means a 100% yield; for example, 0.34 means a 34% yield). (1) The reactants are Br[C:2]1[CH:3]=[C:4]2[C:23](=[CH:24][CH:25]=1)[C:7]1[NH:8][N:9]=[C:10]([C:11]3[C:12]([C:17]4[CH:22]=[CH:21][CH:20]=[CH:19][CH:18]=4)=[N:13][O:14][C:15]=3[CH3:16])[C:6]=1[CH2:5]2.C[Si](C)(C)N[Si](C)(C)C.C(N(C(C)C)CC)(C)C.C1(P(C2C=CC=CC=2)CCCP(C2C=CC=CC=2)C2C=CC=CC=2)C=CC=CC=1.C[N:74]1CCCN(C)[C:75]1=[O:81]. The catalyst is CC([O-])=O.CC([O-])=O.[Pd+2]. The product is [CH3:16][C:15]1[O:14][N:13]=[C:12]([C:17]2[CH:18]=[CH:19][CH:20]=[CH:21][CH:22]=2)[C:11]=1[C:10]1[NH:9][N:8]=[C:7]2[C:23]3[C:4]([CH2:5][C:6]=12)=[CH:3][C:2]([C:75]([NH2:74])=[O:81])=[CH:25][CH:24]=3. The yield is 0.190. (2) The reactants are [Cl:1][C:2]1[CH:9]=[CH:8][CH:7]=[CH:6][C:3]=1[CH:4]=O.[NH2:10][C:11]1[CH:19]=[C:18]([O:20][CH3:21])[CH:17]=[C:16]([O:22][CH3:23])[C:12]=1[C:13]([NH2:15])=[O:14].OS([O-])=O.[Na+].CC1C=CC(S(O)(=O)=O)=CC=1.O. The catalyst is CC(N(C)C)=O. The product is [Cl:1][C:2]1[CH:9]=[CH:8][CH:7]=[CH:6][C:3]=1[C:4]1[NH:15][C:13](=[O:14])[C:12]2[C:11](=[CH:19][C:18]([O:20][CH3:21])=[CH:17][C:16]=2[O:22][CH3:23])[N:10]=1. The yield is 0.390. (3) The reactants are [F:1][C:2]1[CH:9]=[CH:8][C:5]([CH:6]=O)=[CH:4][CH:3]=1.Cl.C(=O)(O)O.[NH2:15][NH:16][C:17]([NH2:19])=[NH:18].C(=O)=O.[OH-].[K+]. No catalyst specified. The product is [F:1][C:2]1[CH:9]=[CH:8][C:5](/[CH:6]=[N:15]/[NH:16][C:17](=[NH:18])[NH2:19])=[CH:4][CH:3]=1. The yield is 0.910. (4) The reactants are Cl[C:2]1[N:7]=[CH:6][N:5]=[C:4]2[N:8]([C:11]3[CH:16]=[CH:15][CH:14]=[C:13]([O:17][CH3:18])[N:12]=3)[N:9]=[CH:10][C:3]=12.O.[NH2:20][NH2:21]. The catalyst is C(O)C. The product is [NH:20]([C:2]1[N:7]=[CH:6][N:5]=[C:4]2[N:8]([C:11]3[CH:16]=[CH:15][CH:14]=[C:13]([O:17][CH3:18])[N:12]=3)[N:9]=[CH:10][C:3]=12)[NH2:21]. The yield is 0.900. (5) The reactants are [CH3:1][O:2][C:3]1[CH:4]=[C:5](/[CH:13]=[CH:14]/[C:15]([O:17][CH2:18][CH3:19])=[O:16])[CH:6]=[C:7]([O:11][CH3:12])[C:8]=1[O:9][CH3:10]. The catalyst is [Pd].CO. The product is [CH3:12][O:11][C:7]1[CH:6]=[C:5]([CH2:13][CH2:14][C:15]([O:17][CH2:18][CH3:19])=[O:16])[CH:4]=[C:3]([O:2][CH3:1])[C:8]=1[O:9][CH3:10]. The yield is 0.820.